This data is from Forward reaction prediction with 1.9M reactions from USPTO patents (1976-2016). The task is: Predict the product of the given reaction. (1) Given the reactants CN(C)C=O.[H-].[Na+].[CH2:8]([C:10]1[CH:11]=[C:12]2[C:16](=[CH:17][CH:18]=1)[NH:15][C:14]([C:19]([O:21][CH2:22][C:23]1[CH:28]=[CH:27][CH:26]=[CH:25][CH:24]=1)=[O:20])=[CH:13]2)[CH3:9].Br[CH2:30][C:31]([O:33][CH3:34])=[O:32], predict the reaction product. The product is: [CH2:8]([C:10]1[CH:11]=[C:12]2[C:16](=[CH:17][CH:18]=1)[N:15]([CH2:30][C:31]([O:33][CH3:34])=[O:32])[C:14]([C:19]([O:21][CH2:22][C:23]1[CH:28]=[CH:27][CH:26]=[CH:25][CH:24]=1)=[O:20])=[CH:13]2)[CH3:9]. (2) Given the reactants C(OC([N:8]1[CH2:11][CH:10]([O:12][C:13]2[CH:18]=[CH:17][C:16]([N:19]3[CH2:24][CH2:23][C:22]4[CH:25]=[C:26]([C:28]5[CH:33]=[CH:32][C:31]([Cl:34])=[CH:30][CH:29]=5)[S:27][C:21]=4[C:20]3=[O:35])=[CH:15][C:14]=2[O:36][CH3:37])[CH2:9]1)=O)(C)(C)C.FC(F)(F)C(O)=O, predict the reaction product. The product is: [NH:8]1[CH2:9][CH:10]([O:12][C:13]2[CH:18]=[CH:17][C:16]([N:19]3[CH2:24][CH2:23][C:22]4[CH:25]=[C:26]([C:28]5[CH:29]=[CH:30][C:31]([Cl:34])=[CH:32][CH:33]=5)[S:27][C:21]=4[C:20]3=[O:35])=[CH:15][C:14]=2[O:36][CH3:37])[CH2:11]1.